Dataset: Forward reaction prediction with 1.9M reactions from USPTO patents (1976-2016). Task: Predict the product of the given reaction. Given the reactants [CH3:1][O:2][C:3](=[O:15])[C@H:4]([CH2:13]O)[NH:5][C:6]([O:8][C:9]([CH3:12])([CH3:11])[CH3:10])=[O:7].C(NC(C)C)(C)C.CS(Cl)(=O)=O.[C:28]1([SH:34])[CH:33]=[CH:32][CH:31]=[CH:30][CH:29]=1, predict the reaction product. The product is: [C:9]([O:8][C:6]([NH:5][C@H:4]([C:3]([O:2][CH3:1])=[O:15])[CH2:13][S:34][C:28]1[CH:33]=[CH:32][CH:31]=[CH:30][CH:29]=1)=[O:7])([CH3:12])([CH3:11])[CH3:10].